From a dataset of Reaction yield outcomes from USPTO patents with 853,638 reactions. Predict the reaction yield, written as a fraction of the theoretical maximum amount of product (1.0 means a 100% yield; for example, 0.34 means a 34% yield). (1) The reactants are C1(P(C2C=CC=CC=2)C2C=CC=CC=2)C=CC=CC=1.BrN1C(=O)CCC1=O.[Cl:28][C:29]1[CH:30]=[C:31]([C@@H:39]([CH2:43][CH:44]2[CH2:48][CH2:47][CH2:46][CH2:45]2)[C:40]([OH:42])=O)[CH:32]=[CH:33][C:34]=1[S:35]([CH3:38])(=[O:37])=[O:36].[NH2:49][C:50]1[S:51][CH:52]=[C:53]([CH3:55])[N:54]=1.N1C=CC=CC=1. The catalyst is C(Cl)Cl.O. The product is [Cl:28][C:29]1[CH:30]=[C:31]([C@@H:39]([CH2:43][CH:44]2[CH2:48][CH2:47][CH2:46][CH2:45]2)[C:40]([NH:49][C:50]2[S:51][CH:52]=[C:53]([CH3:55])[N:54]=2)=[O:42])[CH:32]=[CH:33][C:34]=1[S:35]([CH3:38])(=[O:36])=[O:37]. The yield is 0.460. (2) The reactants are [Br:1][C:2]1[CH:3]=[C:4]([C:12]2[O:16][N:15]=[C:14]([C:17]3[CH:18]=[CH:19][C:20]4[O:24][C:23]([C:25]5([NH:33]C(=O)OC(C)(C)C)[CH2:30][O:29]C(C)(C)[O:27][CH2:26]5)=[CH:22][C:21]=4[CH:41]=3)[N:13]=2)[CH:5]=[CH:6][C:7]=1[O:8][CH2:9][CH2:10][CH3:11].ClC1C=C(C2ON=C(C3C=CC4OC(C5(NC(=O)OCCCC)COC(C)(C)OC5)=CC=4C=3)N=2)C=CC=1OCCC. No catalyst specified. The product is [NH2:33][C:25]([C:23]1[O:24][C:20]2[CH:19]=[CH:18][C:17]([C:14]3[N:13]=[C:12]([C:4]4[CH:5]=[CH:6][C:7]([O:8][CH2:9][CH2:10][CH3:11])=[C:2]([Br:1])[CH:3]=4)[O:16][N:15]=3)=[CH:41][C:21]=2[CH:22]=1)([CH2:26][OH:27])[CH2:30][OH:29]. The yield is 0.100. (3) The reactants are [C:1]([O:9][CH:10]1[CH2:18][CH:13]2[O:14][C:15](=[O:17])[CH2:16][CH:12]2[CH:11]1[CH2:19][CH2:20][CH:21](O)[CH2:22][O:23][C:24]1[CH:29]=[CH:28][CH:27]=[C:26]([Cl:30])[CH:25]=1)(=[O:8])[C:2]1[CH:7]=[CH:6][CH:5]=[CH:4][CH:3]=1.C(N(S(F)(F)[F:38])CC)C.C(=O)(O)[O-].[Na+]. The catalyst is C(Cl)Cl. The product is [C:1]([O:9][CH:10]1[CH2:18][CH:13]2[O:14][C:15](=[O:17])[CH2:16][CH:12]2[CH:11]1[CH2:19][CH2:20][CH:21]([F:38])[CH2:22][O:23][C:24]1[CH:29]=[CH:28][CH:27]=[C:26]([Cl:30])[CH:25]=1)(=[O:8])[C:2]1[CH:7]=[CH:6][CH:5]=[CH:4][CH:3]=1. The yield is 0.330. (4) The reactants are [O:1]1[CH2:4][CH:3]([NH2:5])[CH2:2]1.C(N(CC)CC)C.Br[C:14]1[CH:19]=[CH:18][C:17]([C:20]#[N:21])=[CH:16][N:15]=1. The catalyst is C(O)(C)C. The product is [O:1]1[CH2:4][CH:3]([NH:5][C:14]2[CH:19]=[CH:18][C:17]([C:20]#[N:21])=[CH:16][N:15]=2)[CH2:2]1. The yield is 0.250.